This data is from Catalyst prediction with 721,799 reactions and 888 catalyst types from USPTO. The task is: Predict which catalyst facilitates the given reaction. (1) Reactant: [N:1]1[CH:6]=[C:5]([CH:7]=[CH:8][C:9]([O:11][CH3:12])=[O:10])[CH:4]=[N:3][CH:2]=1.C([O-])=O.[NH4+]. Product: [N:1]1[CH:6]=[C:5]([CH2:7][CH2:8][C:9]([O:11][CH3:12])=[O:10])[CH:4]=[N:3][CH:2]=1. The catalyst class is: 285. (2) Reactant: [H-].[Na+].C(OC(C1OC(C2C=CC(C(F)(F)F)=CC=2)=NC=1C(C)C)=O)C.CN(C)C=O.[F:31][C:32]([F:43])([F:42])[C:33]1[CH:41]=[CH:40][C:36]([C:37]([OH:39])=[O:38])=[CH:35][CH:34]=1.[CH2:44]([O:46][C:47](=[O:55])[CH:48](Cl)[C:49](=[O:53])[CH:50]([CH3:52])[CH3:51])[CH3:45]. Product: [CH2:44]([O:46][C:47]([CH:48]([O:38][C:37](=[O:39])[C:36]1[CH:40]=[CH:41][C:33]([C:32]([F:42])([F:43])[F:31])=[CH:34][CH:35]=1)[C:49](=[O:53])[CH:50]([CH3:52])[CH3:51])=[O:55])[CH3:45]. The catalyst class is: 6. (3) Reactant: [CH3:1][C:2]([O:5][C:6]([N:8]([C:26]([O:28][C:29]([CH3:32])([CH3:31])[CH3:30])=[O:27])[N:9]([C:17]1[C:22]([F:23])=[C:21](Cl)[N:20]=[C:19]([Cl:25])[N:18]=1)[C:10]([O:12][C:13]([CH3:16])([CH3:15])[CH3:14])=[O:11])=[O:7])([CH3:4])[CH3:3].C(N(CC)CC)C.Cl.[NH2:41][CH2:42][C:43]1[S:44][CH:45]=[CH:46][N:47]=1. Product: [CH3:4][C:2]([O:5][C:6]([N:8]([C:26]([O:28][C:29]([CH3:32])([CH3:31])[CH3:30])=[O:27])[N:9]([C:17]1[C:22]([F:23])=[C:21]([NH:41][CH2:42][C:43]2[S:44][CH:45]=[CH:46][N:47]=2)[N:20]=[C:19]([Cl:25])[N:18]=1)[C:10]([O:12][C:13]([CH3:14])([CH3:15])[CH3:16])=[O:11])=[O:7])([CH3:1])[CH3:3]. The catalyst class is: 20.